This data is from Forward reaction prediction with 1.9M reactions from USPTO patents (1976-2016). The task is: Predict the product of the given reaction. (1) Given the reactants [Cl:1][CH2:2][C:3]([NH:5][C:6]([CH3:11])([CH3:10])[C:7]([OH:9])=[O:8])=O.C(N(CC)CC)C.ClC(OCC)=O, predict the reaction product. The product is: [Cl:1][CH2:2][C:3]1[O:8][C:7](=[O:9])[C:6]([CH3:11])([CH3:10])[N:5]=1. (2) The product is: [CH3:23][O:22][C:19]1[CH:18]=[CH:17][C:16]([C@@H:15]([CH3:25])[C:14]([N:9]2[C@@H:8]([CH2:1][C:2]3[CH:7]=[CH:6][CH:5]=[CH:4][CH:3]=3)[CH2:12][O:11][C:10]2=[O:13])=[O:24])=[CH:21][CH:20]=1. Given the reactants [CH2:1]([C@H:8]1[CH2:12][O:11][C:10](=[O:13])[N:9]1[C:14](=[O:24])[CH2:15][C:16]1[CH:21]=[CH:20][C:19]([O:22][CH3:23])=[CH:18][CH:17]=1)[C:2]1[CH:7]=[CH:6][CH:5]=[CH:4][CH:3]=1.[CH:25]([N-]C(C)C)(C)C.[Li+].IC, predict the reaction product. (3) Given the reactants Br[C:2]1[CH:7]=[CH:6][C:5]([NH:8][C:9](=[O:22])[NH:10][C:11]2[CH:21]=[CH:20][C:14]([C:15]([N:17]([CH3:19])[CH3:18])=[O:16])=[CH:13][CH:12]=2)=[C:4]([F:23])[CH:3]=1.[B:24]1([B:24]2[O:28][C:27]([CH3:30])([CH3:29])[C:26]([CH3:32])([CH3:31])[O:25]2)[O:28][C:27]([CH3:30])([CH3:29])[C:26]([CH3:32])([CH3:31])[O:25]1.CC([O-])=O.[K+].C(Cl)Cl, predict the reaction product. The product is: [F:23][C:4]1[CH:3]=[C:2]([B:24]2[O:28][C:27]([CH3:30])([CH3:29])[C:26]([CH3:32])([CH3:31])[O:25]2)[CH:7]=[CH:6][C:5]=1[NH:8][C:9](=[O:22])[NH:10][C:11]1[CH:21]=[CH:20][C:14]([C:15]([N:17]([CH3:19])[CH3:18])=[O:16])=[CH:13][CH:12]=1. (4) The product is: [CH2:54]([N:61]1[CH:65]=[CH:64][C:63]([NH:66][C:4](=[O:3])[CH:6]([C:7]2[CH:20]=[CH:19][C:18]3[S:17](=[O:22])(=[O:21])[C:16]4[C:11](=[CH:12][CH:13]=[CH:14][CH:15]=4)[NH:10][C:9]=3[CH:8]=2)[CH2:37][CH:34]2[CH2:35][CH2:36][C:31]([F:39])([F:30])[CH2:32][CH2:33]2)=[N:62]1)[C:55]1[CH:56]=[CH:57][CH:58]=[CH:59][CH:60]=1. Given the reactants C([O:3][C:4]([CH2:6][C:7]1[CH:20]=[CH:19][C:18]2[S:17](=[O:22])(=[O:21])[C:16]3[C:11](=[CH:12][CH:13]=[CH:14][CH:15]=3)[N:10](C(OC(C)(C)C)=O)[C:9]=2[CH:8]=1)=O)C.[F:30][C:31]1([F:39])[CH2:36][CH2:35][CH:34]([CH2:37]I)[CH2:33][CH2:32]1.FC1(F)CCC(C(OCC)=O)CC1.[I-].[CH2:54]([N:61]1[CH:65]=[CH:64][C:63]([NH2:66])=[N:62]1)[C:55]1[CH:60]=[CH:59][CH:58]=[CH:57][CH:56]=1, predict the reaction product. (5) Given the reactants [F:1][C:2]([F:37])([F:36])[C:3]1[CH:31]=[C:30]([C:32]([F:35])([F:34])[F:33])[CH:29]=[CH:28][C:4]=1[CH2:5][O:6][C:7]1[CH:12]=[CH:11][C:10]([CH:13]=[C:14]2[S:18][C:17]([N:19]3[CH2:24][CH2:23][NH:22][CH2:21][CH2:20]3)=[N:16][C:15]2=[O:25])=[CH:9][C:8]=1[O:26][CH3:27].C(Cl)(Cl)Cl.[CH3:42][S:43](Cl)(=[O:45])=[O:44], predict the reaction product. The product is: [F:37][C:2]([F:36])([F:1])[C:3]1[CH:31]=[C:30]([C:32]([F:35])([F:33])[F:34])[CH:29]=[CH:28][C:4]=1[CH2:5][O:6][C:7]1[CH:12]=[CH:11][C:10]([CH:13]=[C:14]2[S:18][C:17]([N:19]3[CH2:20][CH2:21][N:22]([S:43]([CH3:42])(=[O:45])=[O:44])[CH2:23][CH2:24]3)=[N:16][C:15]2=[O:25])=[CH:9][C:8]=1[O:26][CH3:27]. (6) Given the reactants [F:1][C:2]1([F:28])[CH2:7][CH2:6][CH:5]([CH2:8][N:9]2[C:17]3[C:12](=[N:13][CH:14]=[C:15]([C:18]4[C:19]([CH3:24])=[N:20][O:21][C:22]=4[CH3:23])[CH:16]=3)[C:11](B(O)O)=[CH:10]2)[CH2:4][CH2:3]1.C(#N)C.Br[C:33]1[CH:38]=[CH:37][C:36]([CH:39]([F:41])[F:40])=[CH:35][CH:34]=1.C(=O)([O-])[O-].[K+].[K+], predict the reaction product. The product is: [F:1][C:2]1([F:28])[CH2:7][CH2:6][CH:5]([CH2:8][N:9]2[C:17]3[C:12](=[N:13][CH:14]=[C:15]([C:18]4[C:19]([CH3:24])=[N:20][O:21][C:22]=4[CH3:23])[CH:16]=3)[C:11]([C:33]3[CH:38]=[CH:37][C:36]([CH:39]([F:41])[F:40])=[CH:35][CH:34]=3)=[CH:10]2)[CH2:4][CH2:3]1.